Dataset: Catalyst prediction with 721,799 reactions and 888 catalyst types from USPTO. Task: Predict which catalyst facilitates the given reaction. (1) Reactant: CO[C:3](=[O:12])[C:4]1[CH:9]=[CH:8][CH:7]=[CH:6][C:5]=1[CH2:10]Br.[F:13][C:14]([F:27])([F:26])[O:15][C:16]1[CH:21]=[CH:20][C:19]([CH2:22][CH2:23][CH2:24][NH2:25])=[CH:18][CH:17]=1.C([O-])([O-])=O.[K+].[K+].C(OCC)(=O)C. Product: [F:13][C:14]([F:26])([F:27])[O:15][C:16]1[CH:17]=[CH:18][C:19]([CH2:22][CH2:23][CH2:24][N:25]2[CH2:10][C:5]3[C:4](=[CH:9][CH:8]=[CH:7][CH:6]=3)[C:3]2=[O:12])=[CH:20][CH:21]=1. The catalyst class is: 345. (2) Reactant: [Br:1][C:2]1[CH:8]=[CH:7][C:5](N)=[C:4]([O:9][CH2:10][CH3:11])[CH:3]=1.[I:12]I. Product: [Br:1][C:2]1[CH:8]=[CH:7][C:5]([I:12])=[C:4]([O:9][CH2:10][CH3:11])[CH:3]=1. The catalyst class is: 10. (3) Reactant: [CH2:1]([O:8][C:9]([N:11]1[CH2:15][CH:14]([OH:16])[CH:13]([NH:17][C:18](=[O:20])[CH3:19])[CH2:12]1)=[O:10])[C:2]1[CH:7]=[CH:6][CH:5]=[CH:4][CH:3]=1.CCN(C(C)C)C(C)C.O. Product: [C:18]([NH:17][CH:13]1[C:14](=[O:16])[CH2:15][N:11]([C:9]([O:8][CH2:1][C:2]2[CH:7]=[CH:6][CH:5]=[CH:4][CH:3]=2)=[O:10])[CH2:12]1)(=[O:20])[CH3:19]. The catalyst class is: 633.